This data is from Full USPTO retrosynthesis dataset with 1.9M reactions from patents (1976-2016). The task is: Predict the reactants needed to synthesize the given product. Given the product [F:8][C:9]1[C:14]([O:15][CH3:16])=[CH:13][C:12]([O:17][CH3:18])=[C:11]([F:19])[C:10]=1[C:20]1[N:25]=[C:24]2[NH:26][N:27]=[C:28]([C:38]3[CH:39]=[C:40]4[C:45](=[CH:46][CH:47]=3)[C:44](=[O:48])[NH:43][CH2:42][CH2:41]4)[C:23]2=[CH:22][N:21]=1, predict the reactants needed to synthesize it. The reactants are: C(O)(C(F)(F)F)=O.[F:8][C:9]1[C:14]([O:15][CH3:16])=[CH:13][C:12]([O:17][CH3:18])=[C:11]([F:19])[C:10]=1[C:20]1[N:25]=[C:24]2[NH:26][N:27]=[C:28](I)[C:23]2=[CH:22][N:21]=1.CC1(C)C(C)(C)OB([C:38]2[CH:39]=[C:40]3[C:45](=[CH:46][CH:47]=2)[C:44](=[O:48])[NH:43][CH2:42][CH2:41]3)O1.